From a dataset of Catalyst prediction with 721,799 reactions and 888 catalyst types from USPTO. Predict which catalyst facilitates the given reaction. (1) Reactant: [CH2:1]1[CH2:5]O[CH2:3][CH2:2]1.[OH:6][C:7]12[CH2:16][CH:11]3[CH2:12][CH:13]([CH2:15][CH:9]([N:10]3[C:17]([O:19][C:20]([CH3:23])([CH3:22])[CH3:21])=[O:18])[CH2:8]1)[CH2:14]2.[H-].[K+].C1(CBr)CC1. Product: [CH:1]1([CH2:5][O:6][C:7]23[CH2:8][CH:9]4[CH2:15][CH:13]([CH2:12][CH:11]([N:10]4[C:17]([O:19][C:20]([CH3:23])([CH3:22])[CH3:21])=[O:18])[CH2:16]2)[CH2:14]3)[CH2:3][CH2:2]1. The catalyst class is: 25. (2) Reactant: C(=O)([O-])[O-].[Cs+].[Cs+].[CH2:7](Br)[C:8]1[CH:13]=[CH:12][CH:11]=[CH:10][CH:9]=1.[OH:15][C:16]1[CH:21]=[CH:20][C:19]([CH2:22][CH2:23][C:24]([O:26][CH2:27][CH3:28])=[O:25])=[CH:18][C:17]=1[C:29]([NH:31][C:32]1[CH:33]=[N:34][CH:35]=[CH:36][CH:37]=1)=[O:30].C(OCC)(=O)C. Product: [C:8]1([CH2:7][O:15][C:16]2[CH:21]=[CH:20][C:19]([CH2:22][CH2:23][C:24]([O:26][CH2:27][CH3:28])=[O:25])=[CH:18][C:17]=2[C:29]([NH:31][C:32]2[CH:33]=[N:34][CH:35]=[CH:36][CH:37]=2)=[O:30])[CH:13]=[CH:12][CH:11]=[CH:10][CH:9]=1. The catalyst class is: 35. (3) Reactant: [CH3:1][C:2]1[C:7]([CH:8]([CH2:13][CH2:14][CH3:15])[C:9]([O:11]C)=[O:10])=[C:6]([C:16]2[CH:24]=[C:23]3[C:19]([CH2:20][C:21](=[O:25])[NH:22]3)=[CH:18][CH:17]=2)[N:5]=[C:4]([C:26]2[CH:31]=[CH:30][CH:29]=[CH:28][CH:27]=2)[N:3]=1.[OH-].[Na+]. Product: [CH3:1][C:2]1[C:7]([CH:8]([CH2:13][CH2:14][CH3:15])[C:9]([OH:11])=[O:10])=[C:6]([C:16]2[CH:24]=[C:23]3[C:19]([CH2:20][C:21](=[O:25])[NH:22]3)=[CH:18][CH:17]=2)[N:5]=[C:4]([C:26]2[CH:31]=[CH:30][CH:29]=[CH:28][CH:27]=2)[N:3]=1. The catalyst class is: 5. (4) Reactant: [C:1]1([CH3:21])[CH:6]=[CH:5][CH:4]=[CH:3][C:2]=1[N:7]1[C:15]2[C:10](=[CH:11][CH:12]=[CH:13][CH:14]=2)[C:9]([C:16]([O:18]CC)=[O:17])=[CH:8]1.[OH-].[Na+]. Product: [C:1]1([CH3:21])[CH:6]=[CH:5][CH:4]=[CH:3][C:2]=1[N:7]1[C:15]2[C:10](=[CH:11][CH:12]=[CH:13][CH:14]=2)[C:9]([C:16]([OH:18])=[O:17])=[CH:8]1. The catalyst class is: 7. (5) Reactant: [O:1]=[C:2]1[N:8]([CH:9]2[CH2:14][CH2:13][N:12]([C:15]([O:17][C@@H:18]([C:36]([OH:38])=[O:37])[CH2:19][C:20]3[CH:25]=[C:24]([CH3:26])[C:23]([O:27]CC4C=CC=CC=4)=[C:22]([CH3:35])[CH:21]=3)=[O:16])[CH2:11][CH2:10]2)[CH2:7][CH2:6][C:5]2[CH:39]=[CH:40][CH:41]=[CH:42][C:4]=2[NH:3]1.[H][H]. Product: [O:1]=[C:2]1[N:8]([CH:9]2[CH2:14][CH2:13][N:12]([C:15]([O:17][C@@H:18]([C:36]([OH:38])=[O:37])[CH2:19][C:20]3[CH:25]=[C:24]([CH3:26])[C:23]([OH:27])=[C:22]([CH3:35])[CH:21]=3)=[O:16])[CH2:11][CH2:10]2)[CH2:7][CH2:6][C:5]2[CH:39]=[CH:40][CH:41]=[CH:42][C:4]=2[NH:3]1. The catalyst class is: 707. (6) Reactant: C([O:3][C:4](=[O:23])[CH2:5][N:6]([CH2:13][CH2:14][NH:15][C:16]([O:18][C:19]([CH3:22])([CH3:21])[CH3:20])=[O:17])[CH2:7][C:8]([O:10]CC)=[O:9])C. Product: [C:19]([O:18][C:16]([NH:15][CH2:14][CH2:13][N:6]([CH2:7][C:8]([OH:10])=[O:9])[CH2:5][C:4]([OH:23])=[O:3])=[O:17])([CH3:22])([CH3:20])[CH3:21]. The catalyst class is: 74. (7) Reactant: [CH:1]1[C:10]2[C:5](=[CH:6][CH:7]=[CH:8][CH:9]=2)[C:4]([NH:11][C:12](=[O:19])OCC(Cl)(Cl)Cl)=[CH:3][N:2]=1.[C:20]1([C:26]2[N:30]=[C:29]([N:31]3[CH2:36][CH2:35][NH:34][CH2:33][CH2:32]3)[S:28][N:27]=2)[CH:25]=[CH:24][CH:23]=[CH:22][CH:21]=1.C(N(C(C)C)CC)(C)C.O. Product: [CH:1]1[C:10]2[C:5](=[CH:6][CH:7]=[CH:8][CH:9]=2)[C:4]([NH:11][C:12]([N:34]2[CH2:35][CH2:36][N:31]([C:29]3[S:28][N:27]=[C:26]([C:20]4[CH:25]=[CH:24][CH:23]=[CH:22][CH:21]=4)[N:30]=3)[CH2:32][CH2:33]2)=[O:19])=[CH:3][N:2]=1. The catalyst class is: 16.